From a dataset of Catalyst prediction with 721,799 reactions and 888 catalyst types from USPTO. Predict which catalyst facilitates the given reaction. (1) Reactant: [C:1]([CH2:3][C:4]([NH:6][C:7]1[CH:12]=[C:11]([O:13][CH3:14])[C:10]([Cl:15])=[CH:9][C:8]=1[Cl:16])=[O:5])#[N:2].[NH2:17][C:18]1[CH:19]=[CH:20][C:21]([Br:26])=[C:22]([O:24][CH3:25])[CH:23]=1.[CH2:27](OC(OCC)OCC)C. Product: [Br:26][C:21]1[CH:20]=[CH:19][C:18]([NH:17][CH:27]=[C:3]([C:1]#[N:2])[C:4]([NH:6][C:7]2[CH:12]=[C:11]([O:13][CH3:14])[C:10]([Cl:15])=[CH:9][C:8]=2[Cl:16])=[O:5])=[CH:23][C:22]=1[O:24][CH3:25]. The catalyst class is: 32. (2) Product: [Cl:1][C:2]1[CH:7]=[C:6]([N:24]2[CH2:29][CH2:28][O:27][CH2:26][CH2:25]2)[N:5]2[N:9]=[C:10]([C:12]3[CH:13]=[N:14][C:15]([N:18]4[CH2:23][CH2:22][O:21][CH2:20][CH2:19]4)=[CH:16][CH:17]=3)[CH:11]=[C:4]2[N:3]=1. The catalyst class is: 38. Reactant: [Cl:1][C:2]1[CH:7]=[C:6](Cl)[N:5]2[N:9]=[C:10]([C:12]3[CH:13]=[N:14][C:15]([N:18]4[CH2:23][CH2:22][O:21][CH2:20][CH2:19]4)=[CH:16][CH:17]=3)[CH:11]=[C:4]2[N:3]=1.[NH:24]1[CH2:29][CH2:28][O:27][CH2:26][CH2:25]1. (3) Reactant: [CH:1]([S:4]([CH2:7][C:8]#[N:9])(=[O:6])=[O:5])([CH3:3])[CH3:2].CSC.B.Cl. Product: [CH:1]([S:4]([CH2:7][CH2:8][NH2:9])(=[O:6])=[O:5])([CH3:3])[CH3:2]. The catalyst class is: 1. (4) The catalyst class is: 363. Reactant: [ClH:1].C(O[C:7]([N:9]([CH2:11][C:12]1[CH:40]=[CH:39][C:15]([C:16]([NH:18][C:19]2[CH:20]=[C:21]([C:25]3[N:30]4[N:31]=[CH:32][C:33]([C:34]([O:36][CH2:37][CH3:38])=[O:35])=[C:29]4[N:28]=[CH:27][CH:26]=3)[CH:22]=[CH:23][CH:24]=2)=[O:17])=[CH:14][C:13]=1[C:41]([F:44])([F:43])[F:42])C)=O)(C)(C)C. Product: [ClH:1].[CH3:7][NH:9][CH2:11][C:12]1[CH:40]=[CH:39][C:15]([C:16]([NH:18][C:19]2[CH:20]=[C:21]([C:25]3[N:30]4[N:31]=[CH:32][C:33]([C:34]([O:36][CH2:37][CH3:38])=[O:35])=[C:29]4[N:28]=[CH:27][CH:26]=3)[CH:22]=[CH:23][CH:24]=2)=[O:17])=[CH:14][C:13]=1[C:41]([F:43])([F:44])[F:42].